This data is from Full USPTO retrosynthesis dataset with 1.9M reactions from patents (1976-2016). The task is: Predict the reactants needed to synthesize the given product. (1) Given the product [CH2:38]([O:40][C:41](=[O:46])[CH2:42][C:17]([C@H:14]1[CH2:15][CH2:16][N:11]([C:9]([O:8][CH2:1][C:2]2[CH:7]=[CH:6][CH:5]=[CH:4][CH:3]=2)=[O:10])[C@@H:12]([C:20]2[N:24]([CH3:25])[N:23]=[N:22][N:21]=2)[CH2:13]1)=[O:19])[CH3:39], predict the reactants needed to synthesize it. The reactants are: [CH2:1]([O:8][C:9]([N:11]1[CH2:16][CH2:15][CH:14]([C:17]([OH:19])=O)[CH2:13][CH:12]1[C:20]1[N:24]([CH3:25])[N:23]=[N:22][N:21]=1)=[O:10])[C:2]1[CH:7]=[CH:6][CH:5]=[CH:4][CH:3]=1.N1(C(N2C=CN=C2)=O)C=CN=C1.[CH2:38]([O:40][C:41](=[O:46])[CH2:42]C([O-])=O)[CH3:39].[K+].[Cl-].[Mg+2].[Cl-]. (2) Given the product [C:36]([O:35][C:34]([NH:33][CH2:32][CH2:31][O:1][C:2]1[CH:7]=[CH:6][C:5]([CH2:8][C:9]([O:16][C:17]2[CH:18]=[CH:19][C:20]([CH:23]([CH3:24])[CH3:25])=[CH:21][CH:22]=2)([CH3:15])[C:10]([O:12][CH2:13][CH3:14])=[O:11])=[CH:4][CH:3]=1)=[O:40])([CH3:39])([CH3:38])[CH3:37], predict the reactants needed to synthesize it. The reactants are: [OH:1][C:2]1[CH:7]=[CH:6][C:5]([CH2:8][C:9]([O:16][C:17]2[CH:22]=[CH:21][C:20]([CH:23]([CH3:25])[CH3:24])=[CH:19][CH:18]=2)([CH3:15])[C:10]([O:12][CH2:13][CH3:14])=[O:11])=[CH:4][CH:3]=1.CS(O[CH2:31][CH2:32][NH:33][C:34](=[O:40])[O:35][C:36]([CH3:39])([CH3:38])[CH3:37])(=O)=O.C(=O)([O-])[O-].[K+].[K+]. (3) The reactants are: [F:1][CH:2]([F:12])[C:3]1[C:7]([C:8](Cl)=[O:9])=[CH:6][N:5]([CH3:11])[N:4]=1.[NH2:13][C@H:14]([CH2:16][OH:17])[CH3:15].C(N(CC)CC)C. Given the product [OH:17][CH2:16][CH:14]([NH:13][C:8]([C:7]1[C:3]([CH:2]([F:12])[F:1])=[N:4][N:5]([CH3:11])[CH:6]=1)=[O:9])[CH3:15], predict the reactants needed to synthesize it.